This data is from Full USPTO retrosynthesis dataset with 1.9M reactions from patents (1976-2016). The task is: Predict the reactants needed to synthesize the given product. (1) The reactants are: Cl.[CH:2]([C:4]1[CH:12]=[CH:11][CH:10]=[C:9]2[C:5]=1[CH2:6][N:7]([C:13]([O:15][C@@H:16]1[CH2:20][C@@H:19]([C:21]([O:23][CH3:24])=[O:22])[NH:18][CH2:17]1)=[O:14])[CH2:8]2)=[CH2:3].[CH3:25][C:26]([CH3:44])([CH2:40][CH2:41][CH:42]=[CH2:43])[CH2:27][O:28][C:29]([NH:31][C@H:32]([C:37](O)=[O:38])[C:33]([CH3:36])([CH3:35])[CH3:34])=[O:30].CCN(C(C)C)C(C)C.C(Cl)CCl.C1C=NC2N(O)N=NC=2C=1. Given the product [CH3:25][C:26]([CH3:44])([CH2:40][CH2:41][CH:42]=[CH2:43])[CH2:27][O:28][C:29]([NH:31][C@H:32]([C:37]([N:18]1[CH2:17][C@H:16]([O:15][C:13]([N:7]2[CH2:6][C:5]3[C:9](=[CH:10][CH:11]=[CH:12][C:4]=3[CH:2]=[CH2:3])[CH2:8]2)=[O:14])[CH2:20][C@H:19]1[C:21]([O:23][CH3:24])=[O:22])=[O:38])[C:33]([CH3:34])([CH3:35])[CH3:36])=[O:30], predict the reactants needed to synthesize it. (2) The reactants are: Cl.O1CCOCC1.C(OC(=O)[NH:14][C:15]1[CH:20]=[CH:19][C:18]([C:21](=[O:41])[NH:22][C@H:23]2[C:26]([CH3:28])([CH3:27])[C@H:25]([O:29][C:30]3[CH:35]=[CH:34][C:33]([C:36]#[N:37])=[C:32]([Cl:38])[CH:31]=3)[C:24]2([CH3:40])[CH3:39])=[CH:17][CH:16]=1)(C)(C)C. Given the product [NH2:14][C:15]1[CH:16]=[CH:17][C:18]([C:21]([NH:22][C@H:23]2[C:26]([CH3:28])([CH3:27])[C@H:25]([O:29][C:30]3[CH:35]=[CH:34][C:33]([C:36]#[N:37])=[C:32]([Cl:38])[CH:31]=3)[C:24]2([CH3:40])[CH3:39])=[O:41])=[CH:19][CH:20]=1, predict the reactants needed to synthesize it. (3) Given the product [C:23]1([C:29]2[CH:37]=[CH:36][CH:35]=[CH:34][C:30]=2[CH2:31][Mg:32][Br:33])[CH:24]=[CH:25][CH:26]=[CH:27][CH:28]=1.[C:44]1([C:38]2[CH:39]=[CH:40][CH:41]=[CH:42][CH:43]=2)[CH:51]=[CH:50][CH:49]=[CH:48][C:45]=1[CH2:46][C:6]([CH:8]1[O:13][CH2:12][CH2:11][N:10]([CH2:14][C:15]2[CH:20]=[CH:19][CH:18]=[CH:17][CH:16]=2)[CH2:9]1)([OH:7])[CH2:5][CH2:4][CH2:3][C:2]([F:1])([F:21])[F:22], predict the reactants needed to synthesize it. The reactants are: [F:1][C:2]([F:22])([F:21])[CH2:3][CH2:4][CH2:5][C:6]([CH:8]1[O:13][CH2:12][CH2:11][N:10]([CH2:14][C:15]2[CH:20]=[CH:19][CH:18]=[CH:17][CH:16]=2)[CH2:9]1)=[O:7].[C:23]1([C:29]2[CH:37]=[CH:36][CH:35]=[CH:34][C:30]=2[CH2:31][Mg:32][Br:33])[CH:28]=[CH:27][CH:26]=[CH:25][CH:24]=1.[C:38]1([C:44]2[CH:51]=[CH:50][CH:49]=[CH:48][C:45]=2[CH2:46]Br)[CH:43]=[CH:42][CH:41]=[CH:40][CH:39]=1. (4) Given the product [CH:28]1([NH:31][C:18]2[S:19]/[C:15](=[CH:14]\[C:11]3[CH:12]=[C:13]4[C:8](=[CH:9][CH:10]=3)[N:7]=[CH:6][C:5]([S:24]([CH3:27])(=[O:26])=[O:25])=[C:4]4[O:3][CH2:1][CH3:2])/[C:16](=[O:23])[N:17]=2)[CH2:30][CH2:29]1, predict the reactants needed to synthesize it. The reactants are: [CH2:1]([O:3][C:4]1[C:13]2[C:8](=[CH:9][CH:10]=[C:11]([CH:14]=[C:15]3[S:19][C:18](SCC)=[N:17][C:16]3=[O:23])[CH:12]=2)[N:7]=[CH:6][C:5]=1[S:24]([CH3:27])(=[O:26])=[O:25])[CH3:2].[CH:28]1([NH2:31])[CH2:30][CH2:29]1.C(N(C(C)C)CC)(C)C. (5) Given the product [CH:8]([N:11]([CH:15]([CH3:17])[CH3:16])[CH2:12][CH2:13][NH:14][C:50](=[O:51])[C:49]1[CH:53]=[CH:54][C:55]([C:57]2[CH:58]=[CH:59][C:60]([NH:63][C:64]([NH:66][CH2:67][C:68]3[CH:69]=[N:70][CH:71]=[CH:72][CH:73]=3)=[O:65])=[CH:61][CH:62]=2)=[N:56][C:48]=1[NH:47][CH2:45][CH3:46])([CH3:10])[CH3:9], predict the reactants needed to synthesize it. The reactants are: C(N(CC)CC)C.[CH:8]([N:11]([CH:15]([CH3:17])[CH3:16])[CH2:12][CH2:13][NH2:14])([CH3:10])[CH3:9].F[P-](F)(F)(F)(F)F.N1(O[P+](N(C)C)(N(C)C)N(C)C)C2C=CC=CC=2N=N1.[CH2:45]([NH:47][C:48]1[N:56]=[C:55]([C:57]2[CH:62]=[CH:61][C:60]([NH:63][C:64]([NH:66][CH2:67][C:68]3[CH:69]=[N:70][CH:71]=[CH:72][CH:73]=3)=[O:65])=[CH:59][CH:58]=2)[CH:54]=[CH:53][C:49]=1[C:50](O)=[O:51])[CH3:46]. (6) Given the product [I:10][C:9]1[CH:8]=[CH:7][CH:6]=[C:5]2[C:4]=1[C:3](=[O:13])[N:20]([CH2:19][C:18]1[CH:21]=[CH:22][CH:23]=[C:16]([O:15][CH3:14])[CH:17]=1)[CH2:11]2, predict the reactants needed to synthesize it. The reactants are: CO[C:3](=[O:13])[C:4]1[C:9]([I:10])=[CH:8][CH:7]=[CH:6][C:5]=1[CH2:11]Br.[CH3:14][O:15][C:16]1[CH:17]=[C:18]([CH:21]=[CH:22][CH:23]=1)[CH2:19][NH2:20].C([O-])([O-])=O.[K+].[K+].C(OCC)(=O)C. (7) Given the product [O:19]1[C:20]2=[CH:21][CH:22]=[CH:27][C:26]2=[CH:25][CH:24]=[C:23]1[C:9]1[N:8]([CH2:1][C:2]2[CH:7]=[CH:6][CH:5]=[CH:4][CH:3]=2)[C:12]2=[CH:13][N:14]=[C:15]([NH2:18])[CH:16]=[C:11]2[CH:10]=1, predict the reactants needed to synthesize it. The reactants are: [CH2:1]([N:8]1[C:12]2=[CH:13][N:14]=[C:15]([NH2:18])[C:16](Br)=[C:11]2[CH:10]=[CH:9]1)[C:2]1[CH:7]=[CH:6][CH:5]=[CH:4][CH:3]=1.[O:19]1[C:23]2[CH:24]=[CH:25][CH:26]=[CH:27][C:22]=2[CH:21]=[C:20]1B(O)O.C(=O)([O-])[O-].[K+].[K+]. (8) Given the product [F:1][C:2]1[CH:7]=[C:6]([F:8])[C:5]([F:9])=[CH:4][C:3]=1[S:10]([NH:14][C:15]1[S:16][CH:17]=[CH:18][N:19]=1)(=[O:12])=[O:11], predict the reactants needed to synthesize it. The reactants are: [F:1][C:2]1[CH:7]=[C:6]([F:8])[C:5]([F:9])=[CH:4][C:3]=1[S:10](Cl)(=[O:12])=[O:11].[NH2:14][C:15]1[S:16][CH:17]=[CH:18][N:19]=1. (9) Given the product [CH3:10][O:9][C:3]1[CH:4]=[C:5]([CH3:8])[CH:6]=[CH:7][C:2]=1[Cl:1], predict the reactants needed to synthesize it. The reactants are: [Cl:1][C:2]1[CH:7]=[CH:6][C:5]([CH3:8])=[CH:4][C:3]=1[OH:9].[CH3:10][Si](C=[N+]=[N-])(C)C.